From a dataset of Forward reaction prediction with 1.9M reactions from USPTO patents (1976-2016). Predict the product of the given reaction. (1) Given the reactants [OH:1][CH:2]1[CH2:6][CH2:5][C:4]2([CH2:11][CH2:10][CH2:9][N:8]([C:12]([O:14][C:15]([CH3:18])([CH3:17])[CH3:16])=[O:13])[CH2:7]2)[CH2:3]1.CC(OI1(OC(C)=O)(OC(C)=O)OC(=O)C2C=CC=CC1=2)=O, predict the reaction product. The product is: [O:1]=[C:2]1[CH2:6][CH2:5][C:4]2([CH2:11][CH2:10][CH2:9][N:8]([C:12]([O:14][C:15]([CH3:18])([CH3:17])[CH3:16])=[O:13])[CH2:7]2)[CH2:3]1. (2) Given the reactants [CH3:1][C:2]1[CH:7]=[CH:6][C:5]([CH:8]=[CH:9][C:10]2[CH:15]=[CH:14][CH:13]=[CH:12][CH:11]=2)=[CH:4][C:3]=1[N+:16]([O-])=O.[H][H], predict the reaction product. The product is: [CH3:1][C:2]1[CH:7]=[CH:6][C:5]([CH2:8][CH2:9][C:10]2[CH:11]=[CH:12][CH:13]=[CH:14][CH:15]=2)=[CH:4][C:3]=1[NH2:16]. (3) Given the reactants [Cl:1][C:2]1[C:7]([F:8])=[C:6](I)[CH:5]=[CH:4][N:3]=1.[CH3:10][N:11]([C:28]1[CH:29]=[N:30][CH:31]=[CH:32][C:33]=1N1CCCCC1C)C(=O)C1C=C(C(F)(F)F)C=C(C(F)(F)F)C=1, predict the reaction product. The product is: [Cl:1][C:2]1[C:7]([F:8])=[C:6]([C:33]2[CH:32]=[CH:31][N:30]=[CH:29][C:28]=2[NH:11][CH3:10])[CH:5]=[CH:4][N:3]=1. (4) Given the reactants [Br:1][C:2]1[CH:3]=[N:4][C:5]2[N:6]([N:8]=[C:9]([C:11]([OH:13])=O)[CH:10]=2)[CH:7]=1.[S:14]1[C:22]2[CH2:21][CH2:20][NH:19][CH2:18][C:17]=2[CH:16]=[CH:15]1, predict the reaction product. The product is: [Br:1][C:2]1[CH:3]=[N:4][C:5]2[N:6]([N:8]=[C:9]([C:11]([N:19]3[CH2:20][CH2:21][C:22]4[S:14][CH:15]=[CH:16][C:17]=4[CH2:18]3)=[O:13])[CH:10]=2)[CH:7]=1. (5) Given the reactants [CH3:1][C@H:2]1[CH2:7][C@@H:6]([O:8][C:9]2[CH:14]=[C:13]([N:15]3[C:23]4[C:18](=[CH:19][C:20]([S:24]([CH3:27])(=[O:26])=[O:25])=[CH:21][CH:22]=4)[CH2:17][CH2:16]3)[N:12]=[CH:11][N:10]=2)[CH2:5][CH2:4][N:3]1[C:28]([O:30][CH2:31][C:32]1C=CC=CC=1)=[O:29].[H][H].[CH:40](N(C(C)C)CC)(C)C.ClC(OC(C)C)=O.[Cl-].[NH4+], predict the reaction product. The product is: [CH3:1][C@H:2]1[CH2:7][C@@H:6]([O:8][C:9]2[CH:14]=[C:13]([N:15]3[C:23]4[C:18](=[CH:19][C:20]([S:24]([CH3:27])(=[O:25])=[O:26])=[CH:21][CH:22]=4)[CH2:17][CH2:16]3)[N:12]=[CH:11][N:10]=2)[CH2:5][CH2:4][N:3]1[C:28]([O:30][CH:31]([CH3:40])[CH3:32])=[O:29]. (6) Given the reactants C([C:3]1[CH:8]=[C:7]([O:9][CH3:10])[C:6]([O:11][CH2:12][C:13]2[CH:18]=[CH:17][CH:16]=[C:15]([S:19]([CH3:27])(=[N:21][C:22]([O:24][CH2:25][CH3:26])=[O:23])=[O:20])[CH:14]=2)=[CH:5][C:4]=1[N:28]=[CH:29][N:30](C)[CH3:31])#N.[CH:33]1([NH2:37])[CH2:36][CH2:35][CH2:34]1.CCCCCC.ClCCl.CO, predict the reaction product. The product is: [CH:33]1([NH:37][C:31]2[C:3]3[C:4](=[CH:5][C:6]([O:11][CH2:12][C:13]4[CH:14]=[C:15]([S:19]([CH3:27])(=[N:21][C:22]([O:24][CH2:25][CH3:26])=[O:23])=[O:20])[CH:16]=[CH:17][CH:18]=4)=[C:7]([O:9][CH3:10])[CH:8]=3)[N:28]=[CH:29][N:30]=2)[CH2:36][CH2:35][CH2:34]1. (7) Given the reactants [Br:1][C:2]1[C:3](=[O:19])[NH:4][C:5]([CH3:18])=[CH:6][C:7]=1[O:8][CH2:9][C:10]1[CH:15]=[CH:14][C:13]([F:16])=[CH:12][C:11]=1[F:17].[H-].[Na+].Cl[CH2:23][C:24]1[O:25][CH:26]=[CH:27][CH:28]=1.C(#N)C.O, predict the reaction product. The product is: [Br:1][C:2]1[C:3](=[O:19])[N:4]([CH2:23][C:24]2[O:25][CH:26]=[CH:27][CH:28]=2)[C:5]([CH3:18])=[CH:6][C:7]=1[O:8][CH2:9][C:10]1[CH:15]=[CH:14][C:13]([F:16])=[CH:12][C:11]=1[F:17].